From a dataset of Full USPTO retrosynthesis dataset with 1.9M reactions from patents (1976-2016). Predict the reactants needed to synthesize the given product. (1) Given the product [CH3:23][N:16]1[C:15]2[C:10]3[C:11](=[C:4]4[C:5](=[N:8][C:9]=3[C:22]3[CH:21]=[CH:20][CH:19]=[CH:18][C:17]1=3)[CH:6]=[CH:7][C:2](/[CH:26]=[CH:25]/[C:24]#[N:27])=[CH:3]4)[CH:12]=[CH:13][CH:14]=2, predict the reactants needed to synthesize it. The reactants are: Cl[C:2]1[CH:7]=[CH:6][C:5]2=[N:8][C:9]3[C:22]4[CH:21]=[CH:20][CH:19]=[CH:18][C:17]=4[N:16]([CH3:23])[C:15]4[C:10]=3[C:11]([CH:12]=[CH:13][CH:14]=4)=[C:4]2[CH:3]=1.[C:24](#[N:27])[CH:25]=[CH2:26]. (2) Given the product [O:15]=[C:10]1[CH2:11][CH2:12][C:13](=[O:14])[N:9]1[O:6][C:1](=[O:7])[C:2]#[C:3][CH2:4][CH3:5], predict the reactants needed to synthesize it. The reactants are: [C:1]([OH:7])(=[O:6])[CH2:2][CH2:3][C:4]#[CH:5].O[N:9]1[C:13](=[O:14])[CH2:12][CH2:11][C:10]1=[O:15].Cl.C(N=C=NCCCN(C)C)C. (3) Given the product [NH2:1][C:2]1[CH:9]=[C:8]([NH:17][CH:14]2[CH2:15][CH2:16][O:11][CH2:12][CH2:13]2)[C:5]([C:6]#[N:7])=[CH:4][N:3]=1, predict the reactants needed to synthesize it. The reactants are: [NH2:1][C:2]1[CH:9]=[C:8](F)[C:5]([C:6]#[N:7])=[CH:4][N:3]=1.[O:11]1[CH2:16][CH2:15][CH:14]([NH2:17])[CH2:13][CH2:12]1. (4) Given the product [Cl:1][C:2]1[S:27][C:5]2[N:6]=[CH:7][N:8]=[C:9]([NH:10][CH:11]3[CH2:12][CH2:13][N:14]([CH2:17][C:18]4[CH:19]=[C:20]([CH:24]=[CH:25][CH:26]=4)[C:21]([NH:33][CH3:32])=[O:23])[CH2:15][CH2:16]3)[C:4]=2[CH:3]=1, predict the reactants needed to synthesize it. The reactants are: [Cl:1][C:2]1[S:27][C:5]2[N:6]=[CH:7][N:8]=[C:9]([NH:10][CH:11]3[CH2:16][CH2:15][N:14]([CH2:17][C:18]4[CH:19]=[C:20]([CH:24]=[CH:25][CH:26]=4)[C:21]([OH:23])=O)[CH2:13][CH2:12]3)[C:4]=2[CH:3]=1.Cl.CN.C[CH2:32][N:33](C(C)C)C(C)C. (5) Given the product [C:29]([O:33][CH2:34][CH2:35][O:36][NH:37][C:20]([C:11]1[C:12](=[O:19])[N:13]([CH3:18])[C:14](=[O:17])[N:15]([CH3:16])[C:10]=1[NH:9][C:3]1[CH:4]=[CH:5][C:6]([I:8])=[CH:7][C:2]=1[Cl:1])=[O:21])([CH3:32])([CH3:31])[CH3:30], predict the reactants needed to synthesize it. The reactants are: [Cl:1][C:2]1[CH:7]=[C:6]([I:8])[CH:5]=[CH:4][C:3]=1[NH:9][C:10]1[N:15]([CH3:16])[C:14](=[O:17])[N:13]([CH3:18])[C:12](=[O:19])[C:11]=1[C:20](OC1C=CC=CC=1)=[O:21].[C:29]([O:33][CH2:34][CH2:35][O:36][NH2:37])([CH3:32])([CH3:31])[CH3:30]. (6) Given the product [CH3:19][O:18][C:5]1[CH:4]=[CH:3][C:2]([NH:1][C:26]([C@@H:25]2[CH2:29][CH2:30][CH2:31][N:24]2[C:22](=[O:23])[C:21]([F:33])([F:20])[F:32])=[O:27])=[CH:7][C:6]=1[NH:8][C:9]([NH:11][C:12]1[CH:17]=[N:16][CH:15]=[CH:14][N:13]=1)=[O:10], predict the reactants needed to synthesize it. The reactants are: [NH2:1][C:2]1[CH:3]=[CH:4][C:5]([O:18][CH3:19])=[C:6]([NH:8][C:9]([NH:11][C:12]2[CH:17]=[N:16][CH:15]=[CH:14][N:13]=2)=[O:10])[CH:7]=1.[F:20][C:21]([F:33])([F:32])[C:22]([N:24]1[CH2:31][CH2:30][CH2:29][C@H:25]1[C:26](Cl)=[O:27])=[O:23]. (7) Given the product [CH3:18][C:19]1([CH3:35])[CH2:20][O:21][P:22]([C:25]2[CH:26]=[C:27]([CH:28]=[CH:29][CH:30]=2)[NH2:31])(=[O:34])[O:23][CH2:24]1, predict the reactants needed to synthesize it. The reactants are: CC(OP(C1C=CC(N)=CC=1)(=O)OC(C)C)C.[CH3:18][C:19]1([CH3:35])[CH2:24][O:23][P:22](=[O:34])([C:25]2[CH:30]=[CH:29][CH:28]=[C:27]([N+:31]([O-])=O)[CH:26]=2)[O:21][CH2:20]1.